This data is from Forward reaction prediction with 1.9M reactions from USPTO patents (1976-2016). The task is: Predict the product of the given reaction. (1) Given the reactants [NH2:1][C:2]1[C:6]2[CH:7]=[C:8]([Br:11])[CH:9]=[CH:10][C:5]=2[O:4][C:3]=1[C:12]([NH2:14])=[O:13].NC1C2C=C(Cl)C=CC=2OC=1C(N)=O.[CH2:29]([C:31]1[CH:38]=[CH:37][CH:36]=[CH:35][C:32]=1[CH:33]=O)[CH3:30].ClC1C=CC=CC=1C=O, predict the reaction product. The product is: [Br:11][C:8]1[CH:9]=[CH:10][C:5]2[O:4][C:3]3[C:12](=[O:13])[NH:14][C:33]([C:32]4[CH:35]=[CH:36][CH:37]=[CH:38][C:31]=4[CH2:29][CH3:30])=[N:1][C:2]=3[C:6]=2[CH:7]=1. (2) Given the reactants [N:1]1[CH:6]=[C:5]([C:7]([O-])=[O:8])[CH:4]=[CH:3][C:2]=1[C:10]([O:12][CH3:13])=[O:11].S(Cl)([Cl:16])=O, predict the reaction product. The product is: [C:10]([C:2]1[CH:3]=[CH:4][C:5]([C:7]([Cl:16])=[O:8])=[CH:6][N:1]=1)([O:12][CH3:13])=[O:11]. (3) Given the reactants Cl.Cl.[NH2:3][C@H:4]1[CH2:8][C@@H:7]([C:9]([N:11]([C:13]2[C:14]([Cl:24])=[N:15][N:16]([C:18]3[CH:19]=[N:20][CH:21]=[CH:22][CH:23]=3)[CH:17]=2)[CH3:12])=[O:10])[CH:6]=[CH:5]1.C(N(CC)CC)C.[C:32](Cl)(=[O:34])[CH3:33], predict the reaction product. The product is: [C:32]([NH:3][C@H:4]1[CH2:8][C@@H:7]([C:9]([N:11]([C:13]2[C:14]([Cl:24])=[N:15][N:16]([C:18]3[CH:19]=[N:20][CH:21]=[CH:22][CH:23]=3)[CH:17]=2)[CH3:12])=[O:10])[CH:6]=[CH:5]1)(=[O:34])[CH3:33].